Dataset: Forward reaction prediction with 1.9M reactions from USPTO patents (1976-2016). Task: Predict the product of the given reaction. (1) Given the reactants Br[C:2]1[CH:3]=[C:4]([CH3:14])[CH:5]=[C:6]2[C:10]=1[C:9](=[O:11])[CH:8]([CH2:12][CH3:13])[CH2:7]2.[C:15]([C:19]1[CH:24]=[CH:23][C:22](B(O)O)=[CH:21][CH:20]=1)([CH3:18])([CH3:17])[CH3:16].C(=O)([O-])[O-].[Na+].[Na+].C(O)CO, predict the reaction product. The product is: [CH2:12]([CH:8]1[CH2:7][C:6]2[C:10](=[C:2]([C:22]3[CH:23]=[CH:24][C:19]([C:15]([CH3:18])([CH3:17])[CH3:16])=[CH:20][CH:21]=3)[CH:3]=[C:4]([CH3:14])[CH:5]=2)[C:9]1=[O:11])[CH3:13]. (2) Given the reactants [C:1]([O:5][C:6]([N:8]1[C:16]2[C:11](=[C:12]([CH2:17][N:18]3[C:22]4[CH:23]=[CH:24][CH:25]=[CH:26][C:21]=4[N:20]([CH:27]4[CH2:32][CH2:31][N:30]([C:33]5[CH:38]=[C:37]([Cl:39])[CH:36]=[CH:35][C:34]=5[N+:40]([O-])=O)[CH2:29][CH2:28]4)[C:19]3=[N:43][C:44]([O:46][C:47]([CH3:50])([CH3:49])[CH3:48])=[O:45])[CH:13]=[CH:14][CH:15]=2)[CH:10]=[CH:9]1)=[O:7])([CH3:4])([CH3:3])[CH3:2].O.O.[Sn](Cl)Cl.CCOC(C)=O, predict the reaction product. The product is: [C:1]([O:5][C:6]([N:8]1[C:16]2[C:11](=[C:12]([CH2:17][N:18]3[C:22]4[CH:23]=[CH:24][CH:25]=[CH:26][C:21]=4[N:20]([CH:27]4[CH2:28][CH2:29][N:30]([C:33]5[CH:38]=[C:37]([Cl:39])[CH:36]=[CH:35][C:34]=5[NH2:40])[CH2:31][CH2:32]4)[C:19]3=[N:43][C:44]([O:46][C:47]([CH3:50])([CH3:49])[CH3:48])=[O:45])[CH:13]=[CH:14][CH:15]=2)[CH:10]=[CH:9]1)=[O:7])([CH3:4])([CH3:3])[CH3:2]. (3) Given the reactants C([C@@H]1C[C@H](O)C[C@@H]1C(N(C1N=C2C=CN(S(C3C=CC(C)=CC=3)(=O)=O)C2=NC=1)N)=O)C.CC([Si](Cl)(C)C)(C)C.N1C=CN=C1.[Si:45]([O:52][C@@H:53]1[CH2:57][C@H:56]([C:58]([NH:60][NH:61][C:62]2[N:63]=[C:64]3[CH:70]=[CH:69][N:68]([S:71]([C:74]4[CH:80]=[CH:79][C:77]([CH3:78])=[CH:76][CH:75]=4)(=[O:73])=[O:72])[C:65]3=[N:66][CH:67]=2)=[O:59])[C@H:55]([CH2:81][CH3:82])[CH2:54]1)([C:48]([CH3:51])([CH3:50])[CH3:49])([CH3:47])[CH3:46], predict the reaction product. The product is: [Si:45]([O:52][CH:53]1[CH2:57][CH:56]([C:58]([NH:60][NH:61][C:62]2[N:63]=[C:64]3[CH:70]=[CH:69][N:68]([S:71]([C:74]4[CH:75]=[CH:76][C:77]([CH3:78])=[CH:79][CH:80]=4)(=[O:73])=[O:72])[C:65]3=[N:66][CH:67]=2)=[O:59])[CH:55]([CH2:81][CH3:82])[CH2:54]1)([C:48]([CH3:49])([CH3:50])[CH3:51])([CH3:46])[CH3:47]. (4) Given the reactants [CH3:1][O:2][CH2:3][N:4]1[C:8]2[CH:9]=[CH:10][C:11]([CH:13]([C:15]3[NH:19][N:18]=[CH:17][CH:16]=3)[CH3:14])=[CH:12][C:7]=2[S:6][C:5]1=[O:20].[H-].[Na+].[Cl:23][C:24]1[N:25]=[N:26][C:27](Cl)=[CH:28][CH:29]=1, predict the reaction product. The product is: [Cl:23][C:24]1[N:25]=[N:26][C:27]([N:18]2[CH:17]=[CH:16][C:15]([CH:13]([C:11]3[CH:10]=[CH:9][C:8]4[N:4]([CH2:3][O:2][CH3:1])[C:5](=[O:20])[S:6][C:7]=4[CH:12]=3)[CH3:14])=[N:19]2)=[CH:28][CH:29]=1.